From a dataset of Catalyst prediction with 721,799 reactions and 888 catalyst types from USPTO. Predict which catalyst facilitates the given reaction. (1) Reactant: Cl[C:2]1[C:11]([CH3:12])=[C:10]([Cl:13])[C:9]2[C:4](=[CH:5][C:6]([F:15])=[CH:7][C:8]=2[F:14])[N:3]=1.[C:16]([C:20]1[CH:25]=[CH:24][C:23](B(O)O)=[CH:22][CH:21]=1)([CH3:19])([CH3:18])[CH3:17].C(=O)([O-])[O-].[K+].[K+]. Product: [Cl:13][C:10]1[C:9]2[C:4](=[CH:5][C:6]([F:15])=[CH:7][C:8]=2[F:14])[N:3]=[C:2]([C:23]2[CH:24]=[CH:25][C:20]([C:16]([CH3:19])([CH3:18])[CH3:17])=[CH:21][CH:22]=2)[C:11]=1[CH3:12]. The catalyst class is: 11. (2) Reactant: [CH3:1][O:2][C:3](=[O:12])/[C:4](/[NH:10][NH2:11])=[CH:5]\[C:6](OC)=[O:7].C1(C)C=CC(S(O)(=O)=O)=CC=1. Product: [CH3:1][O:2][C:3]([C:4]1[NH:10][N:11]=[C:6]([OH:7])[CH:5]=1)=[O:12]. The catalyst class is: 113. (3) Reactant: [CH3:1][O:2][C:3]1[CH:8]=[CH:7][C:6](B(O)O)=[CH:5][CH:4]=1.Br[C:13]1[CH:14]=[CH:15][C:16]([Cl:19])=[N:17][CH:18]=1.C(=O)([O-])[O-].[K+].[K+].O1CCOCC1. Product: [Cl:19][C:16]1[CH:15]=[CH:14][C:13]([C:6]2[CH:7]=[CH:8][C:3]([O:2][CH3:1])=[CH:4][CH:5]=2)=[CH:18][N:17]=1. The catalyst class is: 103. (4) Reactant: [NH2:1][CH2:2][C@@H:3]1[O:7][C:6](=[O:8])[N:5]([C:9]2[CH:14]=[CH:13][C:12]([I:15])=[C:11]([F:16])[CH:10]=2)[CH2:4]1.[C:17](OC(=O)C)(=[O:19])[CH3:18]. Product: [F:16][C:11]1[CH:10]=[C:9]([N:5]2[CH2:4][C@H:3]([CH2:2][NH:1][C:17](=[O:19])[CH3:18])[O:7][C:6]2=[O:8])[CH:14]=[CH:13][C:12]=1[I:15]. The catalyst class is: 2. (5) Reactant: C(Cl)(=O)C(Cl)=O.[Cl:7][C:8]1[CH:13]=[CH:12][C:11]([C:14]2[N:15]([C:21]3[CH:26]=[CH:25][C:24]([S:27]([CH3:30])(=[O:29])=[O:28])=[CH:23][CH:22]=3)[CH:16]=[C:17]([CH2:19][OH:20])[N:18]=2)=[CH:10][CH:9]=1.C(N(CC)CC)C. The catalyst class is: 764. Product: [Cl:7][C:8]1[CH:13]=[CH:12][C:11]([C:14]2[N:15]([C:21]3[CH:26]=[CH:25][C:24]([S:27]([CH3:30])(=[O:28])=[O:29])=[CH:23][CH:22]=3)[CH:16]=[C:17]([CH:19]=[O:20])[N:18]=2)=[CH:10][CH:9]=1. (6) Reactant: [C:1]([O:5][C:6]([NH:8][C@H:9]([CH2:30][C:31]1[CH:36]=[C:35]([F:37])[C:34]([F:38])=[CH:33][C:32]=1[F:39])[CH2:10][C:11]([N:13]1[CH2:22][C:21]2[N:17]([CH:18]=[N:19][C:20]=2[C:23]([OH:25])=O)[C:16]2[CH:26]=[CH:27][CH:28]=[CH:29][C:15]=2[CH2:14]1)=[O:12])=[O:7])([CH3:4])([CH3:3])[CH3:2].C(Cl)CCl.CC[N:46]([CH:50]([CH3:52])C)[CH:47]([CH3:49])C.N1CCCC1. Product: [C:1]([O:5][C:6](=[O:7])[NH:8][C@H:9]([CH2:30][C:31]1[CH:36]=[C:35]([F:37])[C:34]([F:38])=[CH:33][C:32]=1[F:39])[CH2:10][C:11](=[O:12])[N:13]1[CH2:22][C:21]2[N:17]([CH:18]=[N:19][C:20]=2[C:23]([N:46]2[CH2:47][CH2:49][CH2:52][CH2:50]2)=[O:25])[C:16]2[CH:26]=[CH:27][CH:28]=[CH:29][C:15]=2[CH2:14]1)([CH3:4])([CH3:2])[CH3:3]. The catalyst class is: 2. (7) Reactant: [C:1]([C:3]1[CH:8]=[CH:7][C:6]([NH:9][C:10](=[O:26])[C:11]([O:22]C(=O)C)([CH3:21])[CH2:12][S:13][C:14]2[CH:19]=[CH:18][C:17]([F:20])=[CH:16][CH:15]=2)=[CH:5][C:4]=1[C:27]([F:30])([F:29])[F:28])#[N:2].C(=O)([O-])[O-].[K+].[K+]. Product: [C:1]([C:3]1[CH:8]=[CH:7][C:6]([NH:9][C:10](=[O:26])[C:11]([OH:22])([CH3:21])[CH2:12][S:13][C:14]2[CH:15]=[CH:16][C:17]([F:20])=[CH:18][CH:19]=2)=[CH:5][C:4]=1[C:27]([F:30])([F:29])[F:28])#[N:2]. The catalyst class is: 24.